From a dataset of Reaction yield outcomes from USPTO patents with 853,638 reactions. Predict the reaction yield, written as a fraction of the theoretical maximum amount of product (1.0 means a 100% yield; for example, 0.34 means a 34% yield). (1) The reactants are [Br:1][C:2]1[C:6]2=[N:7][C:8]([Cl:11])=[CH:9][CH:10]=[C:5]2[S:4][CH:3]=1.[Li]CCCC.CCCCCC.[CH2:23]([CH:25]([C:28]1[C:29]2[N:30]([C:35](I)=[C:36]([CH3:38])[N:37]=2)[N:31]=[C:32]([CH3:34])[CH:33]=1)[CH2:26][CH3:27])[CH3:24]. The catalyst is C1COCC1.[Cl-].[Cl-].[Zn+2].C1C=CC(P(C2C=CC=CC=2)[C-]2C=CC=C2)=CC=1.C1C=CC(P(C2C=CC=CC=2)[C-]2C=CC=C2)=CC=1.Cl[Pd]Cl.[Fe+2]. The product is [Br:1][C:2]1[C:6]2=[N:7][C:8]([Cl:11])=[CH:9][CH:10]=[C:5]2[S:4][C:3]=1[C:35]1[N:30]2[N:31]=[C:32]([CH3:34])[CH:33]=[C:28]([CH:25]([CH2:23][CH3:24])[CH2:26][CH3:27])[C:29]2=[N:37][C:36]=1[CH3:38].[Cl:11][C:8]1[N:7]=[C:6]2[C:2]([C:35]3[N:30]4[N:31]=[C:32]([CH3:34])[CH:33]=[C:28]([CH:25]([CH2:23][CH3:24])[CH2:26][CH3:27])[C:29]4=[N:37][C:36]=3[CH3:38])=[CH:3][S:4][C:5]2=[CH:10][CH:9]=1. The yield is 0.0300. (2) The reactants are C([O:3][C:4](=[O:25])[C:5]1[CH:10]=[CH:9][C:8]([S:11][C:12]2[CH:17]=[CH:16][CH:15]=[CH:14][C:13]=2[C:18]([O:20]C)=[O:19])=[C:7]([N+:22]([O-:24])=[O:23])[CH:6]=1)C.[Li+].[OH-]. The catalyst is C1COCC1. The product is [C:18]([C:13]1[CH:14]=[CH:15][CH:16]=[CH:17][C:12]=1[S:11][C:8]1[CH:9]=[CH:10][C:5]([C:4]([OH:25])=[O:3])=[CH:6][C:7]=1[N+:22]([O-:24])=[O:23])([OH:20])=[O:19]. The yield is 0.990. (3) The reactants are [Cl:1][C:2]1[CH:3]=[C:4]([C:9]2[C:10]([NH2:16])=[CH:11][CH:12]=[C:13]([F:15])[CH:14]=2)[CH:5]=[CH:6][C:7]=1[Cl:8].[F:17][CH:18]([F:28])[C:19]1[C:23]([C:24](Cl)=[O:25])=[CH:22][N:21]([CH3:27])[N:20]=1.C(N(CC)CC)C. The catalyst is C1COCC1. The product is [Cl:1][C:2]1[CH:3]=[C:4]([C:9]2[CH:14]=[C:13]([F:15])[CH:12]=[CH:11][C:10]=2[NH:16][C:24]([C:23]2[C:19]([CH:18]([F:28])[F:17])=[N:20][N:21]([CH3:27])[CH:22]=2)=[O:25])[CH:5]=[CH:6][C:7]=1[Cl:8]. The yield is 0.850. (4) The reactants are C1(P(C2CCCCC2)C2CCCCC2)CCCCC1.[C:20]([N:23]1[CH2:32][CH2:31][C:30]2[C:25](=[CH:26][CH:27]=[CH:28][C:29]=2Cl)[CH2:24]1)(=[O:22])[CH3:21].[CH3:34][C:35]1([CH3:51])[C:39]([CH3:41])([CH3:40])[O:38][B:37]([B:37]2[O:38][C:39]([CH3:41])([CH3:40])[C:35]([CH3:51])([CH3:34])[O:36]2)[O:36]1.C([O-])(=O)C.[K+]. The catalyst is COCCOC.O.C1C=CC(/C=C/C(/C=C/C2C=CC=CC=2)=O)=CC=1.C1C=CC(/C=C/C(/C=C/C2C=CC=CC=2)=O)=CC=1.C1C=CC(/C=C/C(/C=C/C2C=CC=CC=2)=O)=CC=1.C(Cl)(Cl)Cl.[Pd].[Pd]. The product is [C:20]([N:23]1[CH2:32][CH2:31][C:30]2[C:25](=[CH:26][CH:27]=[CH:28][C:29]=2[B:37]2[O:38][C:39]([CH3:41])([CH3:40])[C:35]([CH3:51])([CH3:34])[O:36]2)[CH2:24]1)(=[O:22])[CH3:21]. The yield is 0.320. (5) The reactants are C(O)(=O)C.[CH:5]([NH2:7])=[NH:6].[F:8][C:9]1[CH:26]=[CH:25][C:12]([C:13]([NH:15][CH:16]([C:21](OC)=[O:22])[C:17](OC)=[O:18])=[O:14])=[CH:11][CH:10]=1.[Na]. The catalyst is C(O)C. The product is [OH:22][C:21]1[C:16]([NH:15][C:13](=[O:14])[C:12]2[CH:25]=[CH:26][C:9]([F:8])=[CH:10][CH:11]=2)=[C:17]([OH:18])[N:7]=[CH:5][N:6]=1. The yield is 0.640. (6) The reactants are Br[C:2]1[CH:7]=[C:6]([C:8]2([C:19]3[CH:24]=[CH:23][N:22]=[C:21]([CH:25]([F:27])[F:26])[CH:20]=3)[C:16]3[C:11](=[C:12]([F:17])[CH:13]=[CH:14][CH:15]=3)[C:10]([NH2:18])=[N:9]2)[CH:5]=[CH:4][N:3]=1.[N:28]1[CH:33]=[C:32](B(O)O)[CH:31]=[N:30][CH:29]=1.C(=O)([O-])[O-].[Cs+].[Cs+]. The catalyst is C1C=CC(P(C2C=CC=CC=2)[C-]2C=CC=C2)=CC=1.C1C=CC(P(C2C=CC=CC=2)[C-]2C=CC=C2)=CC=1.Cl[Pd]Cl.[Fe+2].COCCOC.CCO.O. The product is [F:26][CH:25]([F:27])[C:21]1[CH:20]=[C:19]([C:8]2([C:6]3[CH:5]=[CH:4][N:3]=[C:2]([C:32]4[CH:33]=[N:28][CH:29]=[N:30][CH:31]=4)[CH:7]=3)[C:16]3[C:11](=[C:12]([F:17])[CH:13]=[CH:14][CH:15]=3)[C:10]([NH2:18])=[N:9]2)[CH:24]=[CH:23][N:22]=1. The yield is 0.390.